Regression. Given a peptide amino acid sequence and an MHC pseudo amino acid sequence, predict their binding affinity value. This is MHC class I binding data. From a dataset of Peptide-MHC class I binding affinity with 185,985 pairs from IEDB/IMGT. (1) The MHC is HLA-A68:01 with pseudo-sequence HLA-A68:01. The binding affinity (normalized) is 0.0118. The peptide sequence is GSPGDLQTLAL. (2) The peptide sequence is RPDTRHLRVL. The MHC is H-2-Kb with pseudo-sequence H-2-Kb. The binding affinity (normalized) is 0.0413. (3) The peptide sequence is GLYSSTVPV. The MHC is HLA-B15:01 with pseudo-sequence HLA-B15:01. The binding affinity (normalized) is 0.539. (4) The peptide sequence is MRHVLEPF. The MHC is Mamu-B17 with pseudo-sequence Mamu-B17. The binding affinity (normalized) is 0.661. (5) The peptide sequence is ILSKIPYLR. The MHC is Patr-A0101 with pseudo-sequence Patr-A0101. The binding affinity (normalized) is 0.543.